Dataset: Experimental lipophilicity measurements (octanol/water distribution) for 4,200 compounds from AstraZeneca. Task: Regression/Classification. Given a drug SMILES string, predict its absorption, distribution, metabolism, or excretion properties. Task type varies by dataset: regression for continuous measurements (e.g., permeability, clearance, half-life) or binary classification for categorical outcomes (e.g., BBB penetration, CYP inhibition). For this dataset (lipophilicity_astrazeneca), we predict Y. (1) The molecule is c1ccc(CNc2ncnc3ccccc23)cc1. The Y is 3.21 logD. (2) The drug is CNC(=O)c1cccc(S(=O)(=O)Nc2ncc(C)nc2OC)c1-c1ccc(CC(C)C)cc1. The Y is 1.68 logD. (3) The compound is CC(C)Oc1cc(-n2cnc3cnc(N[C@@H](C)c4ncc(F)cn4)nc32)n[nH]1. The Y is 2.41 logD. (4) The Y is 3.20 logD. The compound is CCCSc1nc(N2CCOCC2)ccc1C(=O)N[C@H]1C2CC3CC1C[C@](O)(C3)C2. (5) The Y is 1.81 logD. The drug is CCC(c1nc2ccsc2c(=O)n1Cc1ccccc1)N(CCCN)C(=O)c1ccc(C)cc1. (6) The drug is CN(C)C/C=C/C(=O)Nc1cc2c(Nc3ccc(F)c(Cl)c3)ncnc2cc1O[C@H]1CCOC1. The Y is 3.70 logD.